From a dataset of Full USPTO retrosynthesis dataset with 1.9M reactions from patents (1976-2016). Predict the reactants needed to synthesize the given product. (1) Given the product [CH3:17][C:14]1[N:13]=[C:12]([NH:18][CH:19]2[CH2:20][CH2:21][O:22][CH2:23][CH2:24]2)[C:11]2[C:10]([C:25]3[CH:30]=[C:29]([C:31]([F:33])([F:32])[F:34])[CH:28]=[CH:27][N:26]=3)=[N:9][NH:8][C:16]=2[CH:15]=1, predict the reactants needed to synthesize it. The reactants are: COC1C=CC(C[N:8]2[C:16]3[CH:15]=[C:14]([CH3:17])[N:13]=[C:12]([NH:18][CH:19]4[CH2:24][CH2:23][O:22][CH2:21][CH2:20]4)[C:11]=3[C:10]([C:25]3[CH:30]=[C:29]([C:31]([F:34])([F:33])[F:32])[CH:28]=[CH:27][N:26]=3)=[N:9]2)=CC=1.C(O)(C(F)(F)F)=O. (2) Given the product [CH2:21]([N:4]1[C:5]2[C:10](=[CH:9][CH:8]=[C:7]([N+:13]([O-:15])=[O:14])[CH:6]=2)[C:11]([I:12])=[C:3]1[CH2:1][CH3:2])[CH3:22], predict the reactants needed to synthesize it. The reactants are: [CH2:1]([C:3]1[NH:4][C:5]2[C:10]([C:11]=1[I:12])=[CH:9][CH:8]=[C:7]([N+:13]([O-:15])=[O:14])[CH:6]=2)[CH3:2].CN(C=O)C.[CH2:21](I)[CH3:22]. (3) Given the product [CH3:9][Si:3]1([CH2:2][N:15]2[C:11](=[O:21])[C:12]3[C:13](=[CH:17][CH:18]=[CH:19][CH:20]=3)[C:14]2=[O:16])[CH2:8][CH2:7][CH2:6][CH2:5][CH2:4]1, predict the reactants needed to synthesize it. The reactants are: Cl[CH2:2][Si:3]1([CH3:9])[CH2:8][CH2:7][CH2:6][CH2:5][CH2:4]1.[K].[C:11]1(=[O:21])[NH:15][C:14](=[O:16])[C:13]2=[CH:17][CH:18]=[CH:19][CH:20]=[C:12]12.